From a dataset of Forward reaction prediction with 1.9M reactions from USPTO patents (1976-2016). Predict the product of the given reaction. (1) Given the reactants C([O:5][C:6](=[O:30])[CH:7]([CH2:26][CH:27]([CH3:29])[CH3:28])[NH:8][C:9]([C:11]1[CH:20]=[C:19]2[C:14]([C:15]([Cl:25])=[CH:16][N:17]=[C:18]2[NH:21][C:22]([NH2:24])=[NH:23])=[CH:13][CH:12]=1)=[O:10])(C)(C)C.[C:31]([C:35]([OH:37])=[O:36])([F:34])([F:33])[F:32], predict the reaction product. The product is: [F:32][C:31]([F:34])([F:33])[C:35]([OH:37])=[O:36].[Cl:25][C:15]1[C:14]2[C:19](=[CH:20][C:11]([C:9]([NH:8][CH:7]([C:6]([OH:30])=[O:5])[CH2:26][CH:27]([CH3:29])[CH3:28])=[O:10])=[CH:12][CH:13]=2)[C:18]([NH:21][C:22]([NH2:24])=[NH:23])=[N:17][CH:16]=1. (2) Given the reactants Br[CH2:2][C:3]1[C:13]([Cl:14])=[N:12][CH:11]=[CH:10][C:4]=1[C:5]([O:7]CC)=O.Cl.[CH3:16][C:17]1[C:22]([O:23][CH2:24][CH2:25][C:26]([F:29])([F:28])[F:27])=[CH:21][N:20]=[C:19]([CH:30]([NH2:32])[CH3:31])[CH:18]=1, predict the reaction product. The product is: [Cl:14][C:13]1[C:3]2[CH2:2][N:32]([CH:30]([C:19]3[CH:18]=[C:17]([CH3:16])[C:22]([O:23][CH2:24][CH2:25][C:26]([F:29])([F:27])[F:28])=[CH:21][N:20]=3)[CH3:31])[C:5](=[O:7])[C:4]=2[CH:10]=[CH:11][N:12]=1.